This data is from Peptide-MHC class II binding affinity with 134,281 pairs from IEDB. The task is: Regression. Given a peptide amino acid sequence and an MHC pseudo amino acid sequence, predict their binding affinity value. This is MHC class II binding data. (1) The peptide sequence is LAVFQPSSGNYVHCF. The MHC is DRB1_0301 with pseudo-sequence DRB1_0301. The binding affinity (normalized) is 0.191. (2) The peptide sequence is KKITKVIMGAVLIWVGI. The MHC is DRB4_0103 with pseudo-sequence DRB4_0103. The binding affinity (normalized) is 0.583. (3) The peptide sequence is EYIMKGVYINTALLN. The MHC is DRB1_1302 with pseudo-sequence DRB1_1302. The binding affinity (normalized) is 0.820. (4) The peptide sequence is AQVRADRILALDADP. The MHC is HLA-DQA10101-DQB10501 with pseudo-sequence HLA-DQA10101-DQB10501. The binding affinity (normalized) is 0.305. (5) The peptide sequence is LEFVRKCAKKVLLKI. The MHC is DRB1_0101 with pseudo-sequence DRB1_0101. The binding affinity (normalized) is 0.715. (6) The peptide sequence is THMWFSRAVAQSILA. The MHC is DRB4_0101 with pseudo-sequence DRB4_0103. The binding affinity (normalized) is 0.621. (7) The peptide sequence is VLVIQSSEDYVENTEKALNV. The MHC is DRB1_0101 with pseudo-sequence DRB1_0101. The binding affinity (normalized) is 0.312. (8) The peptide sequence is SADEVQRMMAEIDTD. The MHC is DRB3_0101 with pseudo-sequence DRB3_0101. The binding affinity (normalized) is 0.0760.